This data is from Forward reaction prediction with 1.9M reactions from USPTO patents (1976-2016). The task is: Predict the product of the given reaction. (1) Given the reactants Cl.[F:2][C:3]1[CH:8]=[CH:7][CH:6]=[C:5]([F:9])[C:4]=1[NH:10][NH2:11].C(O[CH:15]=[C:16]([C:19]#[N:20])[C:17]#[N:18])C.C(N(CC)CC)C, predict the reaction product. The product is: [NH2:20][C:19]1[N:10]([C:4]2[C:3]([F:2])=[CH:8][CH:7]=[CH:6][C:5]=2[F:9])[N:11]=[CH:15][C:16]=1[C:17]#[N:18]. (2) Given the reactants [C:1]([C:5]1[CH:10]=[CH:9][CH:8]=[C:7]([C:11]([CH3:14])([CH3:13])[CH3:12])[C:6]=1[OH:15])([CH3:4])([CH3:3])[CH3:2], predict the reaction product. The product is: [C:11]([CH:7]1[CH2:8][CH2:9][CH2:10][CH:5]([C:1]([CH3:4])([CH3:3])[CH3:2])[C:6]1=[O:15])([CH3:14])([CH3:13])[CH3:12]. (3) The product is: [CH3:1][O:2][C:3]1[CH:8]=[C:7]([O:9][CH3:10])[CH:6]=[CH:5][C:4]=1[CH2:11][N:12]1[C:17]([OH:18])=[C:16]([C:19]([NH:61][CH2:43][C:44]([OH:46])=[O:45])=[O:20])[C:15](=[O:24])[N:14]([CH2:25][C:26]2[CH:27]=[CH:28][CH:29]=[CH:30][CH:31]=2)[C:13]1=[O:32]. Given the reactants [CH3:1][O:2][C:3]1[CH:8]=[C:7]([O:9][CH3:10])[CH:6]=[CH:5][C:4]=1[CH2:11][N:12]1[C:17]([OH:18])=[C:16]([C:19](OCC)=[O:20])[C:15](=[O:24])[N:14]([CH2:25][C:26]2[CH:31]=[CH:30][CH:29]=[CH:28][CH:27]=2)[C:13]1=[O:32].C1(CNC([CH:43](C(OCC)=O)[C:44]([O:46]CC)=[O:45])=O)C=CC=CC=1.[H-].[Na+].COC1C=C(OC)C=CC=1C[N:61]=C=O.Cl, predict the reaction product. (4) Given the reactants [CH2:1]([O:3][C:4](=[O:13])[C:5]([C:11]#[N:12])([CH3:10])[CH2:6][CH2:7][CH2:8]Cl)[CH3:2].Cl.C(N(CC)CC)C, predict the reaction product. The product is: [CH2:1]([O:3][C:4]([C:5]1([CH3:10])[CH2:6][CH2:7][CH2:8][NH:12][CH2:11]1)=[O:13])[CH3:2]. (5) Given the reactants [N+:1]([C:4]1[CH:5]=[N:6][C:7]2[C:12]([C:13]=1[NH:14][CH2:15][C:16]1([OH:22])[CH2:21][CH2:20][O:19][CH2:18][CH2:17]1)=[CH:11][CH:10]=[CH:9][CH:8]=2)([O-])=O, predict the reaction product. The product is: [NH2:1][C:4]1[CH:5]=[N:6][C:7]2[C:12]([C:13]=1[NH:14][CH2:15][C:16]1([OH:22])[CH2:21][CH2:20][O:19][CH2:18][CH2:17]1)=[CH:11][CH:10]=[CH:9][CH:8]=2.